This data is from Full USPTO retrosynthesis dataset with 1.9M reactions from patents (1976-2016). The task is: Predict the reactants needed to synthesize the given product. Given the product [CH3:1][N:2]1[CH2:7][CH2:6][N:5]([CH:8]2[CH2:9][CH2:10][C:11](=[O:12])[CH2:16][CH2:17]2)[CH2:4][C:3]1=[O:18], predict the reactants needed to synthesize it. The reactants are: [CH3:1][N:2]1[CH2:7][CH2:6][N:5]([CH:8]2[CH2:17][CH2:16][C:11]3(OCC[O:12]3)[CH2:10][CH2:9]2)[CH2:4][C:3]1=[O:18].[OH-].[Na+].